Dataset: Full USPTO retrosynthesis dataset with 1.9M reactions from patents (1976-2016). Task: Predict the reactants needed to synthesize the given product. (1) Given the product [Br:1][C:2]1[CH:11]=[C:10]2[C:5]([CH2:6][C:7]([CH3:14])([CH3:13])[CH2:8]/[C:9]/2=[N:30]\[CH:28]([C:22]2[CH:27]=[CH:26][CH:25]=[CH:24][CH:23]=2)[CH3:29])=[CH:4][CH:3]=1, predict the reactants needed to synthesize it. The reactants are: [Br:1][C:2]1[CH:11]=[C:10]2[C:5]([CH2:6][C:7]([CH3:14])([CH3:13])[CH2:8][C:9]2=O)=[CH:4][CH:3]=1.C1(C)C=CC=CC=1.[C:22]1([CH:28]([NH2:30])[CH3:29])[CH:27]=[CH:26][CH:25]=[CH:24][CH:23]=1.C(O)(C(F)(F)F)=O. (2) Given the product [CH3:4][CH:5]([O:9][C:10]([CH3:12])=[O:11])[CH2:6][O:7][CH3:8], predict the reactants needed to synthesize it. The reactants are: [Na].[Cl-].[NH4+].[CH3:4][CH:5]([O:9][C:10]([CH3:12])=[O:11])[CH2:6][O:7][CH3:8].C(OCC)(=O)C. (3) Given the product [CH2:1]([O:3][C:4](=[O:29])[C:5]1[CH:10]=[CH:9][CH:8]=[C:7]([N:11]([C:12]([O:14][C:15]([CH3:18])([CH3:17])[CH3:16])=[O:13])[C:19]2[C:20]3[N:21]([N:26]=[CH:27][N:28]=3)[C:22]([C:38]3[CH:39]=[N:40][NH:41][CH:42]=3)=[CH:23][N:24]=2)[CH:6]=1)[CH3:2], predict the reactants needed to synthesize it. The reactants are: [CH2:1]([O:3][C:4](=[O:29])[C:5]1[CH:10]=[CH:9][CH:8]=[C:7]([N:11]([C:19]2[C:20]3[N:21]([N:26]=[CH:27][N:28]=3)[C:22](Br)=[CH:23][N:24]=2)[C:12]([O:14][C:15]([CH3:18])([CH3:17])[CH3:16])=[O:13])[CH:6]=1)[CH3:2].CC1(C)C(C)(C)OB([C:38]2[CH:39]=[N:40][NH:41][CH:42]=2)O1.C([O-])([O-])=O.[K+].[K+].